Dataset: Forward reaction prediction with 1.9M reactions from USPTO patents (1976-2016). Task: Predict the product of the given reaction. (1) Given the reactants Br[C:2]1[CH:3]=[CH:4][C:5]([Cl:19])=[C:6]([C:8]([CH3:18])([O:10][Si:11]([C:14]([CH3:17])([CH3:16])[CH3:15])([CH3:13])[CH3:12])[CH3:9])[CH:7]=1.[C:20](=O)=[O:21].[NH4+].[Cl-].B.C1COCC1, predict the reaction product. The product is: [Si:11]([O:10][C:8]([C:6]1[CH:7]=[C:2]([CH2:20][OH:21])[CH:3]=[CH:4][C:5]=1[Cl:19])([CH3:18])[CH3:9])([C:14]([CH3:17])([CH3:16])[CH3:15])([CH3:13])[CH3:12]. (2) Given the reactants CN(C)[CH:3]=[C:4]([C:14]1[CH:15]=[CH:16][C:17](=[O:23])[N:18]([CH:20]([CH3:22])[CH3:21])[N:19]=1)[C:5](=O)[C:6]1[CH:11]=[CH:10][CH:9]=[CH:8][C:7]=1[Cl:12].Cl.[NH2:26][C:27]([NH2:29])=[NH:28], predict the reaction product. The product is: [NH2:28][C:27]1[N:29]=[C:5]([C:6]2[CH:11]=[CH:10][CH:9]=[CH:8][C:7]=2[Cl:12])[C:4]([C:14]2[CH:15]=[CH:16][C:17](=[O:23])[N:18]([CH:20]([CH3:21])[CH3:22])[N:19]=2)=[CH:3][N:26]=1. (3) The product is: [NH2:1][C:2]1[C:7]([C:8]#[N:9])=[C:6]([CH2:10][CH3:11])[N:5]=[C:4]([NH:12][C:13](=[O:14])[CH3:15])[CH:3]=1. Given the reactants [NH2:1][C:2]1[C:7]([C:8]#[N:9])=[C:6]([CH2:10][CH3:11])[N:5]=[C:4]([NH2:12])[CH:3]=1.[C:13](Cl)([CH3:15])=[O:14], predict the reaction product. (4) Given the reactants [C:1]1([N:7]2[CH2:11][CH2:10][NH:9][C:8]2=[O:12])[CH:6]=[CH:5][CH:4]=[CH:3][CH:2]=1.[H-].[Na+].[Br:15][C:16]1[CH:21]=[CH:20][C:19]([O:22][CH2:23][CH2:24][CH2:25][CH2:26][CH2:27]Br)=[CH:18][CH:17]=1, predict the reaction product. The product is: [Br:15][C:16]1[CH:21]=[CH:20][C:19]([O:22][CH2:23][CH2:24][CH2:25][CH2:26][CH2:27][N:9]2[CH2:10][CH2:11][N:7]([C:1]3[CH:2]=[CH:3][CH:4]=[CH:5][CH:6]=3)[C:8]2=[O:12])=[CH:18][CH:17]=1. (5) Given the reactants CC(C)([O-])C.[K+].C1(C)C=CC(S([CH2:16][N+:17]#[C-])(=O)=O)=CC=1.[CH2:20]([O:27][C:28]1[C:37]2[C:32](=[CH:33][CH:34]=[CH:35][CH:36]=2)[CH:31]=[CH:30][C:29]=1[CH:38]=O)[C:21]1[CH:26]=[CH:25][CH:24]=[CH:23][CH:22]=1.CO, predict the reaction product. The product is: [CH2:20]([O:27][C:28]1[C:37]2[C:32](=[CH:33][CH:34]=[CH:35][CH:36]=2)[CH:31]=[CH:30][C:29]=1[CH2:38][C:16]#[N:17])[C:21]1[CH:26]=[CH:25][CH:24]=[CH:23][CH:22]=1. (6) Given the reactants [F:1][C:2]1[CH:9]=[CH:8][CH:7]=[C:6]([OH:10])[C:3]=1[CH:4]=O.[N+:11]([C:13]1[CH:22]=[CH:21][C:16]2[O:17][CH2:18][CH2:19][O:20][C:15]=2[CH:14]=1)#[C-:12].[CH3:23][C:24]1[N:29]=[C:28]([NH2:30])[CH:27]=[CH:26][CH:25]=1.[Br-].C([N+]1C=CN(C)C=1)CCC, predict the reaction product. The product is: [O:17]1[CH2:18][CH2:19][O:20][C:15]2[CH:14]=[C:13]([NH:11][C:12]3[N:29]4[C:24]([CH3:23])=[CH:25][CH:26]=[CH:27][C:28]4=[N:30][C:4]=3[C:3]3[C:2]([F:1])=[CH:9][CH:8]=[CH:7][C:6]=3[OH:10])[CH:22]=[CH:21][C:16]1=2.